Dataset: Forward reaction prediction with 1.9M reactions from USPTO patents (1976-2016). Task: Predict the product of the given reaction. (1) Given the reactants [Cl:1][C:2]1[CH:7]=[CH:6][CH:5]=[CH:4][C:3]=1[S:8]([C@H:11]1[CH2:15][N:14]([C:16]([C:18]2([C:21]3[C:26]([F:27])=[CH:25][C:24]([Cl:28])=[CH:23][N:22]=3)[CH2:20][CH2:19]2)=[O:17])[C@H:13]([C:29]([OH:31])=O)[CH2:12]1)(=[O:10])=[O:9].[CH2:32]([NH:36][C:37](=[O:44])[C:38](=[O:43])[C@@H:39]([NH2:42])[CH2:40][CH3:41])[CH2:33][CH2:34][CH3:35], predict the reaction product. The product is: [CH2:32]([NH:36][C:37](=[O:44])[C:38](=[O:43])[C@@H:39]([NH:42][C:29]([C@@H:13]1[CH2:12][C@@H:11]([S:8]([C:3]2[CH:4]=[CH:5][CH:6]=[CH:7][C:2]=2[Cl:1])(=[O:9])=[O:10])[CH2:15][N:14]1[C:16]([C:18]1([C:21]2[C:26]([F:27])=[CH:25][C:24]([Cl:28])=[CH:23][N:22]=2)[CH2:19][CH2:20]1)=[O:17])=[O:31])[CH2:40][CH3:41])[CH2:33][CH2:34][CH3:35]. (2) Given the reactants Cl.C(O)C.[Cl:5][C:6]1[CH:11]=[CH:10][C:9]([C@@H:12]2[O:18][CH2:17][CH2:16][N:15](C(OC(C)(C)C)=O)[CH2:14][C@H:13]2[CH2:26][N:27]2[CH:32]=[CH:31][CH:30]=[CH:29][C:28]2=[O:33])=[CH:8][C:7]=1[F:34], predict the reaction product. The product is: [ClH:5].[Cl:5][C:6]1[CH:11]=[CH:10][C:9]([C@@H:12]2[O:18][CH2:17][CH2:16][NH:15][CH2:14][C@H:13]2[CH2:26][N:27]2[CH:32]=[CH:31][CH:30]=[CH:29][C:28]2=[O:33])=[CH:8][C:7]=1[F:34]. (3) Given the reactants [C:1]1([CH:7]([C:12]2[CH:17]=[CH:16][CH:15]=[CH:14][CH:13]=2)[CH2:8][C:9](Cl)=[O:10])[CH:6]=[CH:5][CH:4]=[CH:3][CH:2]=1.[C:18]1([C@@H:24]([NH2:26])[CH3:25])[CH:23]=[CH:22][CH:21]=[CH:20][CH:19]=1, predict the reaction product. The product is: [C:1]1([CH:7]([C:12]2[CH:17]=[CH:16][CH:15]=[CH:14][CH:13]=2)[CH2:8][C:9]([NH:26][C@H:24]([C:18]2[CH:23]=[CH:22][CH:21]=[CH:20][CH:19]=2)[CH3:25])=[O:10])[CH:6]=[CH:5][CH:4]=[CH:3][CH:2]=1. (4) Given the reactants [O:1]1[CH2:6][CH2:5][N:4]([CH2:7][C:8]([OH:10])=O)[CH2:3][CH2:2]1.C1CN([P+](ON2N=NC3C=CC=CC2=3)(N2CCCC2)N2CCCC2)CC1.F[P-](F)(F)(F)(F)F.CCN(C(C)C)C(C)C.[NH2:53][C:54]1[CH:55]=[C:56]([C:60]2[N:69]=[C:68]([NH:70][C:71]3[CH:72]=[C:73]4[C:77](=[CH:78][CH:79]=3)[N:76]([C:80]([O:82][C:83]([CH3:86])([CH3:85])[CH3:84])=[O:81])[N:75]=[CH:74]4)[C:67]3[C:62](=[CH:63][CH:64]=[CH:65][CH:66]=3)[N:61]=2)[CH:57]=[CH:58][CH:59]=1, predict the reaction product. The product is: [O:1]1[CH2:2][CH2:3][N:4]([CH2:7][C:8]([NH:53][C:54]2[CH:55]=[C:56]([C:60]3[N:69]=[C:68]([NH:70][C:71]4[CH:72]=[C:73]5[C:77](=[CH:78][CH:79]=4)[N:76]([C:80]([O:82][C:83]([CH3:86])([CH3:85])[CH3:84])=[O:81])[N:75]=[CH:74]5)[C:67]4[C:62](=[CH:63][CH:64]=[CH:65][CH:66]=4)[N:61]=3)[CH:57]=[CH:58][CH:59]=2)=[O:10])[CH2:5][CH2:6]1. (5) Given the reactants [O:1]1[C:6]2[CH:7]=[CH:8][C:9]([C:11]3[C:18]([CH3:19])=[CH:17][CH:16]=[C:15]([CH3:20])[C:12]=3[CH:13]=[O:14])=[CH:10][C:5]=2[CH2:4][CH2:3][CH2:2]1.C[Si]([C:25]#[N:26])(C)C.[Na], predict the reaction product. The product is: [O:1]1[C:6]2[CH:7]=[CH:8][C:9]([C:11]3[C:18]([CH3:19])=[CH:17][CH:16]=[C:15]([CH3:20])[C:12]=3[CH:13]([OH:14])[C:25]#[N:26])=[CH:10][C:5]=2[CH2:4][CH2:3][CH2:2]1.